Predict the reactants needed to synthesize the given product. From a dataset of Full USPTO retrosynthesis dataset with 1.9M reactions from patents (1976-2016). (1) Given the product [CH3:1][S:2]([C:5]1[CH:6]=[C:7]([C:11]2[N:19]3[C:14]([CH:15]=[N:16][C:17]([NH:33][C:30]4[CH:29]=[CH:28][C:27]([C:23]5[CH:22]=[N:21][CH:26]=[CH:25][CH:24]=5)=[CH:32][CH:31]=4)=[N:18]3)=[CH:13][CH:12]=2)[CH:8]=[CH:9][CH:10]=1)(=[O:4])=[O:3], predict the reactants needed to synthesize it. The reactants are: [CH3:1][S:2]([C:5]1[CH:6]=[C:7]([C:11]2[N:19]3[C:14]([CH:15]=[N:16][C:17](O)=[N:18]3)=[CH:13][CH:12]=2)[CH:8]=[CH:9][CH:10]=1)(=[O:4])=[O:3].[N:21]1[CH:26]=[CH:25][CH:24]=[C:23]([C:27]2[CH:32]=[CH:31][C:30]([NH2:33])=[CH:29][CH:28]=2)[CH:22]=1. (2) Given the product [C:28]([O:31][CH2:2][C:3]([N:5]([CH2:19][C:20]1[CH:25]=[CH:24][CH:23]=[CH:22][C:21]=1[O:26][CH3:27])[C:6]1[CH:11]=[CH:10][CH:9]=[CH:8][C:7]=1[O:12][C:13]1[CH:18]=[CH:17][CH:16]=[CH:15][CH:14]=1)=[O:4])(=[O:30])[CH3:29], predict the reactants needed to synthesize it. The reactants are: Cl[CH2:2][C:3]([N:5]([CH2:19][C:20]1[CH:25]=[CH:24][CH:23]=[CH:22][C:21]=1[O:26][CH3:27])[C:6]1[CH:11]=[CH:10][CH:9]=[CH:8][C:7]=1[O:12][C:13]1[CH:18]=[CH:17][CH:16]=[CH:15][CH:14]=1)=[O:4].[C:28]([O-:31])(=[O:30])[CH3:29].[Na+].C(OCC)(=O)C. (3) Given the product [CH2:16]([O:13][C:11]([C:10]1[NH:7][C:1]2[C:6]([C:14]=1[CH3:15])=[CH:5][CH:4]=[CH:3][CH:2]=2)=[O:12])[CH3:17], predict the reactants needed to synthesize it. The reactants are: [C:1]1([NH:7]N)[CH:6]=[CH:5][CH:4]=[CH:3][CH:2]=1.O=[C:10]([CH2:14][CH3:15])[C:11]([OH:13])=[O:12].[CH3:16][CH2:17]O. (4) Given the product [OH2:3].[CH2:1]([O:3][C:4]1[CH:5]=[CH:6][C:7]2[C:11]([CH:12]=1)=[N:10][N:9]([C:13]1[CH:30]=[CH:29][C:16]([O:17][CH2:18][C@@H:19]([NH:21][C:22](=[O:23])[CH3:33])[CH3:20])=[CH:15][C:14]=1[F:31])[CH:8]=2)[CH3:2], predict the reactants needed to synthesize it. The reactants are: [CH2:1]([O:3][C:4]1[CH:5]=[CH:6][C:7]2[C:11]([CH:12]=1)=[N:10][N:9]([C:13]1[CH:30]=[CH:29][C:16]([O:17][CH2:18][C@@H:19]([NH:21][C:22](=O)[O:23]C(C)(C)C)[CH3:20])=[CH:15][C:14]=1[F:31])[CH:8]=2)[CH3:2].Cl.[C:33](OCC)(=O)C.